The task is: Predict the product of the given reaction.. This data is from Forward reaction prediction with 1.9M reactions from USPTO patents (1976-2016). Given the reactants [CH2:1]([O:3][C:4]([C:6]1([C:9]2[CH:14]=[CH:13][C:12]([C:15]3[CH:20]=[CH:19][C:18]([C:21]4[O:25][N:24]=[C:23]([CH3:26])[C:22]=4[CH2:27][CH2:28][OH:29])=[CH:17][CH:16]=3)=[CH:11][CH:10]=2)[CH2:8][CH2:7]1)=[O:5])[CH3:2].Br[CH2:31][C:32]1[CH:33]=[N:34][CH:35]=[CH:36][CH:37]=1, predict the reaction product. The product is: [CH2:1]([O:3][C:4]([C:6]1([C:9]2[CH:10]=[CH:11][C:12]([C:15]3[CH:20]=[CH:19][C:18]([C:21]4[O:25][N:24]=[C:23]([CH3:26])[C:22]=4[CH2:27][CH2:28][O:29][CH2:31][C:32]4[CH:33]=[N:34][CH:35]=[CH:36][CH:37]=4)=[CH:17][CH:16]=3)=[CH:13][CH:14]=2)[CH2:8][CH2:7]1)=[O:5])[CH3:2].